This data is from Peptide-MHC class II binding affinity with 134,281 pairs from IEDB. The task is: Regression. Given a peptide amino acid sequence and an MHC pseudo amino acid sequence, predict their binding affinity value. This is MHC class II binding data. (1) The peptide sequence is AAWGGSGSEAYQGVQ. The MHC is DRB1_1101 with pseudo-sequence DRB1_1101. The binding affinity (normalized) is 0.0392. (2) The peptide sequence is PEPDFTIQYRNKIID. The MHC is DRB5_0101 with pseudo-sequence DRB5_0101. The binding affinity (normalized) is 0.528. (3) The peptide sequence is AVFEAALTKAITAMS. The MHC is HLA-DQA10301-DQB10302 with pseudo-sequence HLA-DQA10301-DQB10302. The binding affinity (normalized) is 0.233. (4) The peptide sequence is YDKFLAQVSTVLTGK. The MHC is DRB3_0202 with pseudo-sequence DRB3_0202. The binding affinity (normalized) is 0.582.